This data is from Peptide-MHC class II binding affinity with 134,281 pairs from IEDB. The task is: Regression. Given a peptide amino acid sequence and an MHC pseudo amino acid sequence, predict their binding affinity value. This is MHC class II binding data. The peptide sequence is VSAIVGAAASVFVCL. The MHC is HLA-DPA10201-DPB11401 with pseudo-sequence HLA-DPA10201-DPB11401. The binding affinity (normalized) is 0.193.